Dataset: Catalyst prediction with 721,799 reactions and 888 catalyst types from USPTO. Task: Predict which catalyst facilitates the given reaction. (1) Reactant: S(C1C=CC(C)=CC=1)(O)(=O)=O.[CH2:12]([O:19][C:20](=[O:23])[CH2:21][NH2:22])[C:13]1[CH:18]=[CH:17][CH:16]=[CH:15][CH:14]=1.C(N(CC)CC)C.[Br:31][CH:32]([CH2:36][CH2:37][CH2:38]Br)[C:33](Cl)=[O:34].[OH-].[Na+].C(=O)([O-])O.C([N+](CCCC)(CCCC)CCCC)CCC. Product: [CH2:12]([O:19][C:20](=[O:23])[CH2:21][N:22]1[CH2:38][CH2:37][CH2:36][CH:32]([Br:31])[C:33]1=[O:34])[C:13]1[CH:18]=[CH:17][CH:16]=[CH:15][CH:14]=1. The catalyst class is: 2. (2) Reactant: [CH2:1]([N:8]1[CH2:13][CH2:12][C:11]([NH:18][C:19]2[CH:24]=[CH:23][CH:22]=[CH:21][CH:20]=2)([C:14](OC)=[O:15])[CH2:10][CH2:9]1)[C:2]1[CH:7]=[CH:6][CH:5]=[CH:4][CH:3]=1.[H-].[Al+3].[Li+].[H-].[H-].[H-]. Product: [CH2:1]([N:8]1[CH2:9][CH2:10][C:11]([CH2:14][OH:15])([NH:18][C:19]2[CH:20]=[CH:21][CH:22]=[CH:23][CH:24]=2)[CH2:12][CH2:13]1)[C:2]1[CH:3]=[CH:4][CH:5]=[CH:6][CH:7]=1. The catalyst class is: 489. (3) Reactant: BrC1C([N:8]([CH2:23][O:24][CH3:25])[S:9]([C:12]2[CH:17]=[CH:16][C:15](Cl)=[C:14]([C:19]([F:22])([F:21])[F:20])[CH:13]=2)(=[O:11])=[O:10])=CC(C)=CN=1.C([Mg]Cl)(C)C.CC1C(C=O)=C(C)C=CN=1. Product: [CH3:25][O:24][CH2:23][NH:8][S:9]([C:12]1[CH:17]=[CH:16][CH:15]=[C:14]([C:19]([F:22])([F:20])[F:21])[CH:13]=1)(=[O:11])=[O:10]. The catalyst class is: 1. (4) Reactant: C1C=CC(P(C2C=CC3C(=CC=CC=3)C=2C2C3C(=CC=CC=3)C=CC=2P(C2C=CC=CC=2)C2C=CC=CC=2)C2C=CC=CC=2)=CC=1.CC(C)([O-])C.[Na+].[CH2:53]([NH2:60])[C:54]1[CH:59]=[CH:58][CH:57]=[CH:56][CH:55]=1.FC(F)(F)S(O[C:67]1[C:76]2[CH2:75][CH2:74][CH2:73][C:72](=[O:77])[C:71]=2[C:70]([F:78])=[CH:69][CH:68]=1)(=O)=O. Product: [CH2:53]([NH:60][C:67]1[CH:68]=[CH:69][C:70]([F:78])=[C:71]2[C:76]=1[CH2:75][CH2:74][CH2:73][C:72]2=[O:77])[C:54]1[CH:59]=[CH:58][CH:57]=[CH:56][CH:55]=1. The catalyst class is: 491. (5) Reactant: Br.[Br:2][CH2:3][CH2:4][NH2:5].[CH2:6]([O:13][C:14](ON1C(=O)CCC1=O)=[O:15])[C:7]1[CH:12]=[CH:11][CH:10]=[CH:9][CH:8]=1. Product: [CH2:6]([O:13][C:14](=[O:15])[NH:5][CH2:4][CH2:3][Br:2])[C:7]1[CH:12]=[CH:11][CH:10]=[CH:9][CH:8]=1. The catalyst class is: 2. (6) Reactant: [CH:1]([C:4]1[CH:9]=[CH:8][C:7]([CH:10]2[C:14]3([CH2:19][CH2:18][N:17]([CH3:20])[CH2:16][CH2:15]3)[O:13][C:12]3[C:21]([CH3:28])=[C:22]([CH3:27])[C:23]([NH2:26])=[C:24]([CH3:25])[C:11]2=3)=[CH:6][CH:5]=1)([CH3:3])[CH3:2].[Cl:29][C:30]1[CH:38]=[CH:37][C:33]([C:34](Cl)=[O:35])=[CH:32][CH:31]=1. Product: [Cl:29][C:30]1[CH:38]=[CH:37][C:33]([C:34]([NH:26][C:23]2[C:22]([CH3:27])=[C:21]([CH3:28])[C:12]3[O:13][C:14]4([CH2:19][CH2:18][N:17]([CH3:20])[CH2:16][CH2:15]4)[CH:10]([C:7]4[CH:6]=[CH:5][C:4]([CH:1]([CH3:3])[CH3:2])=[CH:9][CH:8]=4)[C:11]=3[C:24]=2[CH3:25])=[O:35])=[CH:32][CH:31]=1. The catalyst class is: 5.